From a dataset of Reaction yield outcomes from USPTO patents with 853,638 reactions. Predict the reaction yield, written as a fraction of the theoretical maximum amount of product (1.0 means a 100% yield; for example, 0.34 means a 34% yield). (1) The reactants are [C:1]([C:5]([C:16]1[CH:17]=[CH:18][N:19]2[C:24]([CH:25]=1)=[CH:23][CH:22]=[C:21]([C:26]([O:28]CC)=[O:27])[C:20]2=[O:31])(C(OC)=O)[CH2:6][C:7]([O:9]CC)=[O:8])([O:3]C)=[O:2].O=C1N2C(C=CC=C2)=CC=C1C(OCC)=O. No catalyst specified. The product is [C:1]([CH:5]([C:16]1[CH:17]=[CH:18][N:19]2[C:24]([CH:25]=1)=[CH:23][CH:22]=[C:21]([C:26]([OH:28])=[O:27])[C:20]2=[O:31])[CH2:6][C:7]([OH:9])=[O:8])([OH:3])=[O:2]. The yield is 0.480. (2) The reactants are [F:1][C:2]1[CH:10]=[CH:9][C:5](/[CH:6]=[N:7]\[OH:8])=[CH:4][CH:3]=1.[Cl:11]N1C(=O)CCC1=O. The product is [OH:8]/[N:7]=[C:6](\[Cl:11])/[C:5]1[CH:9]=[CH:10][C:2]([F:1])=[CH:3][CH:4]=1. The yield is 0.890. The catalyst is CN(C=O)C. (3) The reactants are [O:1]1[C:5]2[CH:6]=[CH:7][CH:8]=[CH:9][C:4]=2[N:3]=[C:2]1[N:10]1[C:19]2[C:14](=[CH:15][CH:16]=[C:17](Br)[CH:18]=2)[N:13]([C:21]([CH:23]2[CH2:25][CH2:24]2)=[O:22])[C@@H:12]([CH3:26])[CH2:11]1.[CH:27]1([N:30]2[CH:34]=[C:33](B3OC(C)(C)C(C)(C)O3)[CH:32]=[N:31]2)[CH2:29][CH2:28]1.C1(P(C2CCCCC2)C2C=CC=CC=2C2C(C(C)C)=CC(C(C)C)=CC=2C(C)C)CCCCC1.C(=O)([O-])[O-].[Cs+].[Cs+]. The catalyst is O1CCOCC1.O.[Pd].[Pd].C(=CC(C=CC1C=CC=CC=1)=O)C1C=CC=CC=1.C(=CC(C=CC1C=CC=CC=1)=O)C1C=CC=CC=1.C(=CC(C=CC1C=CC=CC=1)=O)C1C=CC=CC=1. The product is [O:1]1[C:5]2[CH:6]=[CH:7][CH:8]=[CH:9][C:4]=2[N:3]=[C:2]1[N:10]1[C:19]2[C:14](=[CH:15][CH:16]=[C:17]([C:33]3[CH:32]=[N:31][N:30]([CH:27]4[CH2:29][CH2:28]4)[CH:34]=3)[CH:18]=2)[N:13]([C:21]([CH:23]2[CH2:25][CH2:24]2)=[O:22])[C@@H:12]([CH3:26])[CH2:11]1. The yield is 0.690. (4) The reactants are [F:1][C:2]([F:31])([F:30])[C:3]1[CH:4]=[C:5]([NH:13][C:14](SC)=[C:15]([S:18]([C:21]2[CH:26]=[CH:25][C:24]([Cl:27])=[CH:23][CH:22]=2)(=[O:20])=[O:19])[C:16]#[N:17])[CH:6]=[C:7]([C:9]([F:12])([F:11])[F:10])[CH:8]=1.[CH:32]1([NH2:36])[CH2:35][CH2:34][CH2:33]1. No catalyst specified. The product is [F:31][C:2]([F:1])([F:30])[C:3]1[CH:4]=[C:5]([NH:13][C:14]([NH:36][CH:32]2[CH2:35][CH2:34][CH2:33]2)=[C:15]([S:18]([C:21]2[CH:22]=[CH:23][C:24]([Cl:27])=[CH:25][CH:26]=2)(=[O:19])=[O:20])[C:16]#[N:17])[CH:6]=[C:7]([C:9]([F:12])([F:10])[F:11])[CH:8]=1. The yield is 0.850. (5) The reactants are [F:1][C:2]([F:29])([C:22]1[CH:27]=[CH:26][C:25]([F:28])=[CH:24][N:23]=1)[C:3]1[N:12]=[C:11](SC)[C:10]2[C:5](=[C:6]([N:15]3[CH2:20][CH2:19][O:18][CH2:17][C:16]3=[O:21])[CH:7]=[CH:8][CH:9]=2)[N:4]=1.ClC1C=CC=C(C(OO)=O)C=1.S([O-])([O-])(=O)=S.[Na+].[Na+].C(=O)(O)[O-].[Na+].[CH3:53][C:54]1[NH:58][N:57]=[C:56]([NH2:59])[CH:55]=1. The catalyst is C(Cl)Cl.C1COCC1. The product is [F:1][C:2]([F:29])([C:22]1[CH:27]=[CH:26][C:25]([F:28])=[CH:24][N:23]=1)[C:3]1[N:12]=[C:11]([NH:59][C:56]2[CH:55]=[C:54]([CH3:53])[NH:58][N:57]=2)[C:10]2[C:5](=[C:6]([N:15]3[CH2:20][CH2:19][O:18][CH2:17][C:16]3=[O:21])[CH:7]=[CH:8][CH:9]=2)[N:4]=1. The yield is 0.200. (6) The reactants are [Cl:1][C:2]1[C:3]([C:9]2[N:14]=[C:13]([NH:15][CH2:16][CH:17]3[CH2:22][CH2:21][O:20][CH2:19][CH2:18]3)[CH:12]=[N:11][C:10]=2[CH3:23])=[CH:4][C:5](F)=[N:6][CH:7]=1.[C@H:24]1([NH2:31])[CH2:29][CH2:28][C@H:27]([NH2:30])[CH2:26][CH2:25]1. The catalyst is CS(C)=O. The product is [Cl:1][C:2]1[C:3]([C:9]2[C:10]([CH3:23])=[N:11][CH:12]=[C:13]([NH:15][CH2:16][CH:17]3[CH2:22][CH2:21][O:20][CH2:19][CH2:18]3)[N:14]=2)=[CH:4][C:5]([NH:30][C@H:27]2[CH2:28][CH2:29][C@H:24]([NH2:31])[CH2:25][CH2:26]2)=[N:6][CH:7]=1. The yield is 0.0971.